The task is: Binary Classification. Given a T-cell receptor sequence (or CDR3 region) and an epitope sequence, predict whether binding occurs between them.. This data is from TCR-epitope binding with 47,182 pairs between 192 epitopes and 23,139 TCRs. (1) The epitope is LLLGIGILV. The TCR CDR3 sequence is CASSSPEAGIGELFF. Result: 1 (the TCR binds to the epitope). (2) The epitope is GILGFVFTL. The TCR CDR3 sequence is CASSPFGSSLAFF. Result: 1 (the TCR binds to the epitope). (3) Result: 0 (the TCR does not bind to the epitope). The TCR CDR3 sequence is CASSSGTAPNEKLFF. The epitope is FTISVTTEIL.